Dataset: Peptide-MHC class I binding affinity with 185,985 pairs from IEDB/IMGT. Task: Regression. Given a peptide amino acid sequence and an MHC pseudo amino acid sequence, predict their binding affinity value. This is MHC class I binding data. (1) The MHC is Mamu-A01 with pseudo-sequence Mamu-A01. The binding affinity (normalized) is 0.307. The peptide sequence is RSALILRGSV. (2) The peptide sequence is ESSDSGSGFWKA. The MHC is Mamu-B3901 with pseudo-sequence Mamu-B3901. The binding affinity (normalized) is 0.575. (3) The MHC is HLA-A02:01 with pseudo-sequence HLA-A02:01. The binding affinity (normalized) is 0.192. The peptide sequence is DTSNNIAEYI. (4) The peptide sequence is FIDVHIPKFK. The MHC is HLA-A68:01 with pseudo-sequence HLA-A68:01. The binding affinity (normalized) is 0.567. (5) The peptide sequence is KQFYIFNTH. The MHC is HLA-A68:02 with pseudo-sequence HLA-A68:02. The binding affinity (normalized) is 0.0847. (6) The MHC is HLA-A02:19 with pseudo-sequence HLA-A02:19. The peptide sequence is FLEESHPGI. The binding affinity (normalized) is 0.644. (7) The peptide sequence is YQRRRRFAI. The MHC is HLA-B08:03 with pseudo-sequence HLA-B08:03. The binding affinity (normalized) is 0.391. (8) The binding affinity (normalized) is 0.0847. The MHC is HLA-B15:09 with pseudo-sequence HLA-B15:09. The peptide sequence is QTYDWTLNR. (9) The peptide sequence is TKTTSDYQDSDVSQ. The MHC is HLA-B27:05 with pseudo-sequence HLA-B27:05. The binding affinity (normalized) is 0. (10) The peptide sequence is RLLGSLNST. The MHC is HLA-A02:01 with pseudo-sequence HLA-A02:01. The binding affinity (normalized) is 0.527.